From a dataset of Full USPTO retrosynthesis dataset with 1.9M reactions from patents (1976-2016). Predict the reactants needed to synthesize the given product. (1) The reactants are: [Br:1][C:2]1[C:10]([N+:11]([O-:13])=[O:12])=[CH:9][C:8]([F:14])=[CH:7][C:3]=1[C:4]([OH:6])=[O:5].O=S(Cl)Cl.[CH3:19]O. Given the product [Br:1][C:2]1[C:10]([N+:11]([O-:13])=[O:12])=[CH:9][C:8]([F:14])=[CH:7][C:3]=1[C:4]([O:6][CH3:19])=[O:5], predict the reactants needed to synthesize it. (2) Given the product [CH2:1]([O:5][CH2:6][CH2:7][O:8][C:9]1[CH:10]=[CH:11][C:12]([C:15]2[CH:16]=[CH:17][C:18]3[N:24]([C:25](=[O:30])[C:26]([F:29])([F:27])[F:28])[CH2:23][CH2:22][C:21]([C:31]([NH:57][C:58]4[CH:63]=[CH:62][C:61]([CH:64]([OH:65])[C:66]5[C:71]([CH3:72])=[CH:70][CH:69]=[CH:68][N:67]=5)=[CH:60][CH:59]=4)=[O:32])=[CH:20][C:19]=3[CH:34]=2)=[CH:13][CH:14]=1)[CH2:2][CH2:3][CH3:4], predict the reactants needed to synthesize it. The reactants are: [CH2:1]([O:5][CH2:6][CH2:7][O:8][C:9]1[CH:14]=[CH:13][C:12]([C:15]2[CH:16]=[CH:17][C:18]3[N:24]([C:25](=[O:30])[C:26]([F:29])([F:28])[F:27])[CH2:23][CH2:22][C:21]([C:31](O)=[O:32])=[CH:20][C:19]=3[CH:34]=2)=[CH:11][CH:10]=1)[CH2:2][CH2:3][CH3:4].ON1C2C=CC=CC=2N=N1.Cl.C(N=C=NCCCN(C)C)C.[NH2:57][C:58]1[CH:63]=[CH:62][C:61]([CH:64]([C:66]2[C:71]([CH3:72])=[CH:70][CH:69]=[CH:68][N:67]=2)[OH:65])=[CH:60][CH:59]=1.